Dataset: Catalyst prediction with 721,799 reactions and 888 catalyst types from USPTO. Task: Predict which catalyst facilitates the given reaction. (1) Reactant: [BH4-].[Na+].[C:3]([C:6]1[S:7][C:8]([CH3:11])=[CH:9][CH:10]=1)(=[O:5])[CH3:4]. Product: [OH:5][CH:3]([C:6]1[S:7][C:8]([CH3:11])=[CH:9][CH:10]=1)[CH3:4]. The catalyst class is: 5. (2) Reactant: C(N[CH:5]1[CH2:10][CH2:9][N:8]([C:11]([O:13][CH2:14][CH3:15])=[O:12])[CH2:7][CH2:6]1)(=O)C.[C:16](#[N:18])C.S(Cl)(Cl)=O.CC(O)C. Product: [C:16]([CH:5]1[CH2:6][CH2:7][N:8]([C:11]([O:13][CH2:14][CH3:15])=[O:12])[CH2:9][CH2:10]1)#[N:18]. The catalyst class is: 13. (3) Reactant: Cl.[Cl:2][C:3]1[CH:15]=[CH:14][C:6]([O:7][CH:8]2[CH2:13][CH2:12][NH:11][CH2:10][CH2:9]2)=[C:5]([CH3:16])[CH:4]=1.C(N(CC)CC)C.[CH:24]1([C:29](Cl)=[O:30])[CH2:28][CH:27]=[CH:26][CH2:25]1.O. Product: [Cl:2][C:3]1[CH:15]=[CH:14][C:6]([O:7][CH:8]2[CH2:9][CH2:10][N:11]([C:29]([CH:24]3[CH2:28][CH:27]=[CH:26][CH2:25]3)=[O:30])[CH2:12][CH2:13]2)=[C:5]([CH3:16])[CH:4]=1. The catalyst class is: 4. (4) Reactant: [CH3:1][S:2]([NH:5][C:6]1[CH:21]=[CH:20][C:9]2[NH:10][C:11]([CH2:16][C:17]([OH:19])=O)=[N:12][S:13](=[O:15])(=[O:14])[C:8]=2[CH:7]=1)(=[O:4])=[O:3].[CH2:22]([O:24][C:25]([CH:27]1[CH2:31][CH2:30][CH2:29][CH:28]1[N:32]=[CH:33][CH2:34][N:35]([CH3:37])[CH3:36])=[O:26])[CH3:23].C1(N=C=NC2CCCCC2)CCCCC1.ClCCl. Product: [CH2:22]([O:24][C:25]([CH:27]1[CH2:31][CH2:30][CH2:29][CH:28]1[N:32]([CH2:33][CH2:34][N:35]([CH3:36])[CH3:37])[C:17](=[O:19])[CH2:16][C:11]1[NH:10][C:9]2[CH:20]=[CH:21][C:6]([NH:5][S:2]([CH3:1])(=[O:3])=[O:4])=[CH:7][C:8]=2[S:13](=[O:14])(=[O:15])[N:12]=1)=[O:26])[CH3:23]. The catalyst class is: 9. (5) Reactant: [C:1]([O:4][CH2:5][CH2:6][CH2:7][NH:8][C:9]1[C:18]2[C:13](=[CH:14][C:15]([Br:19])=[CH:16][CH:17]=2)[N:12]=[CH:11][C:10]=1[NH2:20])(=[O:3])[CH3:2].O1CCCC1.[C:26](N1C=CN=C1)(N1C=CN=C1)=[S:27]. Product: [C:1]([O:4][CH2:5][CH2:6][CH2:7][N:8]1[C:9]2[C:18]3[CH:17]=[CH:16][C:15]([Br:19])=[CH:14][C:13]=3[N:12]=[CH:11][C:10]=2[NH:20][C:26]1=[S:27])(=[O:3])[CH3:2]. The catalyst class is: 4. (6) Reactant: CS(O)(=O)=O.O=P12OP3(OP(OP(O3)(O1)=O)(=O)O2)=O.CS(O)(=O)=O.O=P12OP3(OP(OP(O3)(O1)=O)(=O)O2)=O.[F:39][C:40]1[C:45]([F:46])=[CH:44][CH:43]=[CH:42][C:41]=1[CH2:47][CH2:48][CH2:49][C:50]([OH:52])=O. Product: [F:39][C:40]1[C:45]([F:46])=[CH:44][CH:43]=[C:42]2[C:41]=1[CH2:47][CH2:48][CH2:49][C:50]2=[O:52]. The catalyst class is: 6. (7) Reactant: [CH:1]1[C:9]2[C:8]3[CH:10]=[CH:11][CH:12]=[CH:13][C:7]=3[S:6][C:5]=2[CH:4]=[CH:3][CH:2]=1.[OH:14]O.O. Product: [CH:1]1[C:9]2[C:8]3[CH:10]=[CH:11][CH:12]=[CH:13][C:7]=3[S:6](=[O:14])[C:5]=2[CH:4]=[CH:3][CH:2]=1. The catalyst class is: 55. (8) Reactant: [NH2:1][C:2]([C:4]1[CH:29]=[CH:28][C:7]([O:8][CH2:9][CH2:10][CH2:11][O:12][C:13]2[CH:14]=[C:15]3[C:19](=[CH:20][CH:21]=2)[C@H:18]([CH2:22][C:23]([O:25][CH2:26][CH3:27])=[O:24])[CH2:17][CH2:16]3)=[C:6]([CH2:30][CH2:31][CH3:32])[CH:5]=1)=[S:3].Br[CH2:34][C:35](=O)[CH2:36][CH3:37]. Product: [CH2:36]([C:35]1[N:1]=[C:2]([C:4]2[CH:29]=[CH:28][C:7]([O:8][CH2:9][CH2:10][CH2:11][O:12][C:13]3[CH:14]=[C:15]4[C:19](=[CH:20][CH:21]=3)[C@H:18]([CH2:22][C:23]([O:25][CH2:26][CH3:27])=[O:24])[CH2:17][CH2:16]4)=[C:6]([CH2:30][CH2:31][CH3:32])[CH:5]=2)[S:3][CH:34]=1)[CH3:37]. The catalyst class is: 14. (9) Reactant: [K].[C:2]1([CH3:8])C=CC=CC=1.[NH:9]([CH2:13][CH2:14][OH:15])[CH2:10][CH2:11][OH:12].ClCC(OC)=[O:19]. Product: [OH:12][CH2:11][CH2:10][N:9]1[CH2:8][CH2:2][O:15][CH2:14][C:13]1=[O:19]. The catalyst class is: 5.